This data is from Full USPTO retrosynthesis dataset with 1.9M reactions from patents (1976-2016). The task is: Predict the reactants needed to synthesize the given product. (1) Given the product [Cl:1][C:2]1[CH:7]=[C:6]([Cl:8])[C:5]([F:9])=[CH:4][C:3]=1[CH:10]([C:22]1[CH:27]=[CH:26][CH:25]=[CH:24][CH:23]=1)[NH:11][C:12](=[O:21])[CH2:13][C:14]1[CH:15]=[CH:16][C:17]([O:20][CH2:29][C:30]2[C:31]([CH3:36])=[N:32][CH:33]=[CH:34][CH:35]=2)=[CH:18][CH:19]=1, predict the reactants needed to synthesize it. The reactants are: [Cl:1][C:2]1[CH:7]=[C:6]([Cl:8])[C:5]([F:9])=[CH:4][C:3]=1[CH:10]([C:22]1[CH:27]=[CH:26][CH:25]=[CH:24][CH:23]=1)[NH:11][C:12](=[O:21])[CH2:13][C:14]1[CH:19]=[CH:18][C:17]([OH:20])=[CH:16][CH:15]=1.Cl[CH2:29][C:30]1[C:31]([CH3:36])=[N:32][CH:33]=[CH:34][CH:35]=1. (2) Given the product [C:27]([O:15][CH:14]1[N:9]2[N:8]=[C:7]([C:2]3[CH:3]=[CH:4][CH:5]=[CH:6][N:1]=3)[C:16]([C:17]3[C:26]4[C:21](=[CH:22][CH:23]=[CH:24][CH:25]=4)[N:20]=[CH:19][CH:18]=3)=[C:10]2[CH2:11][CH2:12][CH2:13]1)(=[O:29])[CH3:28], predict the reactants needed to synthesize it. The reactants are: [N:1]1[CH:6]=[CH:5][CH:4]=[CH:3][C:2]=1[C:7]1[C:16]([C:17]2[C:26]3[C:21](=[CH:22][CH:23]=[CH:24][CH:25]=3)[N:20]=[CH:19][CH:18]=2)=[C:10]2[CH2:11][CH2:12][CH2:13][CH:14]([OH:15])[N:9]2[N:8]=1.[C:27](OC(=O)C)(=[O:29])[CH3:28]. (3) Given the product [Cl:22][C:19]1[CH:18]=[CH:17][C:16]([CH2:15][N:14]([CH2:23][CH3:24])[CH:11]2[CH2:10][CH2:9][NH:8][CH2:13][CH2:12]2)=[CH:21][CH:20]=1, predict the reactants needed to synthesize it. The reactants are: C(OC([N:8]1[CH2:13][CH2:12][CH:11]([NH:14][CH2:15][C:16]2[CH:21]=[CH:20][C:19]([Cl:22])=[CH:18][CH:17]=2)[CH2:10][CH2:9]1)=O)(C)(C)C.[CH:23](=O)[CH3:24].[BH-](OC(C)=O)(OC(C)=O)OC(C)=O.[Na+]. (4) Given the product [Cl:36][C:13]1[CH:14]=[C:15]2[C:10](=[CH:11][CH:12]=1)[CH:9]=[C:8]([CH2:7][C:6]([OH:37])=[O:5])[C:17]([CH3:18])=[C:16]2[C:19]1[CH:20]=[CH:21][C:22]([S:25](=[O:34])(=[O:35])[NH:26][C:27]2[CH:32]=[CH:31][C:30]([F:33])=[CH:29][CH:28]=2)=[CH:23][CH:24]=1, predict the reactants needed to synthesize it. The reactants are: O.[OH-].[Li+].C[O:5][C:6](=[O:37])[CH2:7][C:8]1[C:17]([CH3:18])=[C:16]([C:19]2[CH:24]=[CH:23][C:22]([S:25](=[O:35])(=[O:34])[NH:26][C:27]3[CH:32]=[CH:31][C:30]([F:33])=[CH:29][CH:28]=3)=[CH:21][CH:20]=2)[C:15]2[C:10](=[CH:11][CH:12]=[C:13]([Cl:36])[CH:14]=2)[CH:9]=1.C1COCC1.O. (5) The reactants are: [NH2:1][C:2]1[NH:6][N:5]=[C:4]([CH2:7][CH2:8][C:9]2[CH:10]=[C:11]([CH:15]=[CH:16][CH:17]=2)[C:12]([OH:14])=O)[CH:3]=1.[CH3:18][NH:19]C.C1COCC1.C(N(C(C)C)C(C)C)C. Given the product [NH2:1][C:2]1[NH:6][N:5]=[C:4]([CH2:7][CH2:8][C:9]2[CH:10]=[C:11]([CH:15]=[CH:16][CH:17]=2)[C:12]([NH:19][CH3:18])=[O:14])[CH:3]=1, predict the reactants needed to synthesize it. (6) The reactants are: [CH3:1][C:2]([C:6]1[CH:7]=[C:8]([CH:12]=[CH:13][CH:14]=1)[C:9]([OH:11])=[O:10])([CH3:5])[C:3]#[CH:4]. Given the product [CH3:5][C:2]([C:6]1[CH:7]=[C:8]([CH:12]=[CH:13][CH:14]=1)[C:9]([OH:11])=[O:10])([CH3:1])[CH2:3][CH3:4], predict the reactants needed to synthesize it. (7) Given the product [NH2:2][C:3]1[C:12]2[C:7](=[CH:8][CH:9]=[CH:10][CH:11]=2)[C:6]([Br:13])=[CH:5][C:4]=1[C:14]([OH:16])=[O:15], predict the reactants needed to synthesize it. The reactants are: Br.[NH2:2][C:3]1[C:12]2[C:7](=[CH:8][CH:9]=[CH:10][CH:11]=2)[C:6]([Br:13])=[CH:5][C:4]=1[C:14]([O:16]C)=[O:15].[OH-].[Na+]. (8) Given the product [CH3:31][O:30][C:27]1[CH:26]=[CH:25][C:24]([CH:2]2[C:6]3[C:7]([CH3:21])=[C:8]([NH:13][C:14](=[O:20])[CH2:15][C:16]([CH3:17])([CH3:18])[CH3:19])[C:9]([CH3:12])=[C:10]([CH3:11])[C:5]=3[O:4][C:3]2([CH3:23])[CH3:22])=[CH:29][CH:28]=1, predict the reactants needed to synthesize it. The reactants are: O[C:2]1([C:24]2[CH:29]=[CH:28][C:27]([O:30][CH3:31])=[CH:26][CH:25]=2)[C:6]2[C:7]([CH3:21])=[C:8]([NH:13][C:14](=[O:20])[CH2:15][C:16]([CH3:19])([CH3:18])[CH3:17])[C:9]([CH3:12])=[C:10]([CH3:11])[C:5]=2[O:4][C:3]1([CH3:23])[CH3:22].